This data is from Catalyst prediction with 721,799 reactions and 888 catalyst types from USPTO. The task is: Predict which catalyst facilitates the given reaction. (1) Reactant: [F:1][C:2]1[CH:7]=[CH:6][C:5]([F:8])=[CH:4][C:3]=1[C:9]1[S:13][C:12]([CH2:20][CH2:21][CH2:22][NH:23][C:24](=[O:30])[O:25][C:26]([CH3:29])([CH3:28])[CH3:27])([C:14]2[CH:19]=[CH:18][CH:17]=[CH:16][CH:15]=2)[NH:11][N:10]=1.[C:31]([N:39]=[C:40]=[S:41])(=[O:38])[C:32]1[CH:37]=[CH:36][CH:35]=[CH:34][CH:33]=1. Product: [C:31]([NH:39][C:40]([N:11]1[N:10]=[C:9]([C:3]2[CH:4]=[C:5]([F:8])[CH:6]=[CH:7][C:2]=2[F:1])[S:13][C:12]1([CH2:20][CH2:21][CH2:22][NH:23][C:24](=[O:30])[O:25][C:26]([CH3:27])([CH3:29])[CH3:28])[C:14]1[CH:19]=[CH:18][CH:17]=[CH:16][CH:15]=1)=[S:41])(=[O:38])[C:32]1[CH:37]=[CH:36][CH:35]=[CH:34][CH:33]=1. The catalyst class is: 1. (2) Reactant: [NH:1]1[CH:5]=[C:4]([C:6]2[CH:7]=[N:8][CH:9]=[CH:10][CH:11]=2)[N:3]=[CH:2]1.[CH:12](=[O:15])[CH:13]=[CH2:14]. Product: [N:8]1[CH:9]=[CH:10][CH:11]=[C:6]([C:4]2[N:3]=[CH:2][N:1]([CH2:14][CH2:13][CH:12]=[O:15])[CH:5]=2)[CH:7]=1. The catalyst class is: 1. (3) Reactant: [CH3:1][CH:2]([C:4]1[N:8]([CH2:9][CH2:10][C@@H:11]([OH:19])[CH2:12][C@@H:13]([OH:18])[CH2:14][C:15]([O-:17])=[O:16])[C:7]([C:20]2[CH:21]=[CH:22][C:23]([F:26])=[CH:24][CH:25]=2)=[C:6]([C:27]2[CH:28]=[CH:29][CH:30]=[CH:31][CH:32]=2)[C:5]=1[C:33]([NH:35][C:36]1[CH:37]=[CH:38][CH:39]=[CH:40][CH:41]=1)=[O:34])[CH3:3].[CH3:3][CH:2]([C:4]1[N:8]([CH2:9][CH2:10][C@@H:11]([OH:19])[CH2:12][C@@H:13]([OH:18])[CH2:14][C:15]([O-:17])=[O:16])[C:7]([C:20]2[CH:25]=[CH:24][C:23]([F:26])=[CH:22][CH:21]=2)=[C:6]([C:27]2[CH:32]=[CH:31][CH:30]=[CH:29][CH:28]=2)[C:5]=1[C:33]([NH:35][C:36]1[CH:41]=[CH:40][CH:39]=[CH:38][CH:37]=1)=[O:34])[CH3:1].[Ca+2].C1CCCCC1. Product: [CH3:3][CH:2]([C:4]1[N:8]([CH2:9][CH2:10][C@@H:11]([OH:19])[CH2:12][C@@H:13]([OH:18])[CH2:14][C:15]([OH:17])=[O:16])[C:7]([C:20]2[CH:25]=[CH:24][C:23]([F:26])=[CH:22][CH:21]=2)=[C:6]([C:27]2[CH:32]=[CH:31][CH:30]=[CH:29][CH:28]=2)[C:5]=1[C:33]([NH:35][C:36]1[CH:41]=[CH:40][CH:39]=[CH:38][CH:37]=1)=[O:34])[CH3:1]. The catalyst class is: 7. (4) Reactant: [CH3:1][N:2]1[C@@:6]2([CH2:14][C:13]3[C:8](=[CH:9][CH:10]=[C:11]([NH:15][C:16](=[O:26])[CH2:17][NH:18]C(=O)OC(C)(C)C)[CH:12]=3)[CH2:7]2)[C:5](=[O:27])[NH:4][C:3]1=[O:28].Cl.N. Product: [NH2:18][CH2:17][C:16]([NH:15][C:11]1[CH:12]=[C:13]2[C:8](=[CH:9][CH:10]=1)[CH2:7][C@@:6]1([C:5](=[O:27])[NH:4][C:3](=[O:28])[N:2]1[CH3:1])[CH2:14]2)=[O:26]. The catalyst class is: 513. (5) Reactant: [F:1][C:2]1[CH:3]=[C:4]([CH2:26][CH2:27][C:28]([O:30]CC)=[O:29])[CH:5]=[C:6]([F:25])[C:7]=1[O:8][CH2:9][C:10]1[C:11]([O:23][CH3:24])=[N:12][S:13][C:14]=1[C:15]1[CH:20]=[CH:19][C:18]([O:21][CH3:22])=[CH:17][CH:16]=1.O1CCCC1.[Li+].[OH-]. Product: [F:25][C:6]1[CH:5]=[C:4]([CH2:26][CH2:27][C:28]([OH:30])=[O:29])[CH:3]=[C:2]([F:1])[C:7]=1[O:8][CH2:9][C:10]1[C:11]([O:23][CH3:24])=[N:12][S:13][C:14]=1[C:15]1[CH:20]=[CH:19][C:18]([O:21][CH3:22])=[CH:17][CH:16]=1. The catalyst class is: 6. (6) Reactant: [C:1]([NH:9][C:10]1[CH:30]=[CH:29][N:13]([C@@H:14]2[O:28][C@H:25]([CH2:26][OH:27])[C@@H:23]([OH:24])[C@H:15]2[O:16][CH2:17][CH2:18][CH2:19][C:20](=[O:22])[CH3:21])[C:12](=[O:31])[N:11]=1)(=[O:8])[C:2]1[CH:7]=[CH:6][CH:5]=[CH:4][CH:3]=1.[C:32](Cl)([C:49]1[CH:54]=[CH:53][CH:52]=[CH:51][CH:50]=1)([C:41]1[CH:48]=[CH:47][C:44]([O:45][CH3:46])=[CH:43][CH:42]=1)[C:33]1[CH:40]=[CH:39][C:36]([O:37][CH3:38])=[CH:35][CH:34]=1. Product: [C:1]([NH:9][C:10]1[CH:30]=[CH:29][N:13]([C@@H:14]2[O:28][C@H:25]([CH:26]([C:32]([C:49]3[CH:54]=[CH:53][CH:52]=[CH:51][CH:50]=3)([C:41]3[CH:48]=[CH:47][C:44]([O:45][CH3:46])=[CH:43][CH:42]=3)[C:33]3[CH:34]=[CH:35][C:36]([O:37][CH3:38])=[CH:39][CH:40]=3)[OH:27])[C@@H:23]([OH:24])[C@H:15]2[O:16][CH2:17][CH2:18][CH2:19][C:20](=[O:22])[CH3:21])[C:12](=[O:31])[N:11]=1)(=[O:8])[C:2]1[CH:3]=[CH:4][CH:5]=[CH:6][CH:7]=1. The catalyst class is: 17.